This data is from NCI-60 drug combinations with 297,098 pairs across 59 cell lines. The task is: Regression. Given two drug SMILES strings and cell line genomic features, predict the synergy score measuring deviation from expected non-interaction effect. (1) Drug 1: CN1CCC(CC1)COC2=C(C=C3C(=C2)N=CN=C3NC4=C(C=C(C=C4)Br)F)OC. Drug 2: C1CN(P(=O)(OC1)NCCCl)CCCl. Cell line: IGROV1. Synergy scores: CSS=63.7, Synergy_ZIP=12.7, Synergy_Bliss=10.7, Synergy_Loewe=-29.1, Synergy_HSA=10.9. (2) Drug 1: C1CCC(CC1)NC(=O)N(CCCl)N=O. Drug 2: C1=NNC2=C1C(=O)NC=N2. Cell line: DU-145. Synergy scores: CSS=3.97, Synergy_ZIP=-2.91, Synergy_Bliss=-1.86, Synergy_Loewe=-2.70, Synergy_HSA=-2.35. (3) Drug 1: C1=C(C(=O)NC(=O)N1)F. Drug 2: CC(C)CN1C=NC2=C1C3=CC=CC=C3N=C2N. Cell line: OVCAR-5. Synergy scores: CSS=29.2, Synergy_ZIP=-0.339, Synergy_Bliss=-2.92, Synergy_Loewe=-3.49, Synergy_HSA=-2.91. (4) Drug 1: CC(C1=C(C=CC(=C1Cl)F)Cl)OC2=C(N=CC(=C2)C3=CN(N=C3)C4CCNCC4)N. Drug 2: CC1C(C(CC(O1)OC2CC(CC3=C2C(=C4C(=C3O)C(=O)C5=CC=CC=C5C4=O)O)(C(=O)C)O)N)O. Cell line: BT-549. Synergy scores: CSS=22.4, Synergy_ZIP=-1.99, Synergy_Bliss=0.104, Synergy_Loewe=-27.0, Synergy_HSA=-3.30. (5) Drug 1: CC(C)NC(=O)C1=CC=C(C=C1)CNNC.Cl. Drug 2: CC(C)CN1C=NC2=C1C3=CC=CC=C3N=C2N. Cell line: IGROV1. Synergy scores: CSS=2.35, Synergy_ZIP=-0.399, Synergy_Bliss=0.275, Synergy_Loewe=-2.30, Synergy_HSA=0.171. (6) Drug 1: C1CCC(CC1)NC(=O)N(CCCl)N=O. Drug 2: C1CN1P(=S)(N2CC2)N3CC3. Cell line: UACC-257. Synergy scores: CSS=-8.85, Synergy_ZIP=-2.08, Synergy_Bliss=-10.4, Synergy_Loewe=-12.6, Synergy_HSA=-12.5. (7) Drug 1: CC1=C(C(CCC1)(C)C)C=CC(=CC=CC(=CC(=O)O)C)C. Drug 2: CN1C2=C(C=C(C=C2)N(CCCl)CCCl)N=C1CCCC(=O)O.Cl. Cell line: SK-OV-3. Synergy scores: CSS=4.69, Synergy_ZIP=-1.80, Synergy_Bliss=0.946, Synergy_Loewe=-1.32, Synergy_HSA=0.273.